Dataset: Forward reaction prediction with 1.9M reactions from USPTO patents (1976-2016). Task: Predict the product of the given reaction. (1) Given the reactants Br[C:2]1[CH:18]=[CH:17][C:16]([S:19]([N:22]2[CH2:27][CH2:26][CH2:25][CH2:24][CH2:23]2)(=[O:21])=[O:20])=[CH:15][C:3]=1[CH2:4][O:5][CH2:6][C:7]([C:9]1[CH:14]=[CH:13][CH:12]=[CH:11][CH:10]=1)=[O:8].[CH3:28][N:29]1CCCC1=O, predict the reaction product. The product is: [O:8]=[C:7]([C:9]1[CH:14]=[CH:13][CH:12]=[CH:11][CH:10]=1)[CH2:6][O:5][CH2:4][C:3]1[CH:15]=[C:16]([S:19]([N:22]2[CH2:27][CH2:26][CH2:25][CH2:24][CH2:23]2)(=[O:21])=[O:20])[CH:17]=[CH:18][C:2]=1[C:28]#[N:29]. (2) The product is: [F:30][C:18]1[CH:19]=[C:20]([N:23]2[CH2:28][CH2:27][CH2:26][CH2:25][C:24]2=[O:29])[CH:21]=[CH:22][C:17]=1[NH:16][C:15]([C@H:9]1[CH2:10][C@@H:11]([O:13][CH3:14])[CH2:12][NH:8]1)=[O:31]. Given the reactants C(OC([N:8]1[CH2:12][C@H:11]([O:13][CH3:14])[CH2:10][C@@H:9]1[C:15](=[O:31])[NH:16][C:17]1[CH:22]=[CH:21][C:20]([N:23]2[CH2:28][CH2:27][CH2:26][CH2:25][C:24]2=[O:29])=[CH:19][C:18]=1[F:30])=O)(C)(C)C.C(O)(C(F)(F)F)=O, predict the reaction product. (3) Given the reactants Cl[C:2]1[C:3]2[C:10]([I:11])=[CH:9][N:8]([C:12]3[CH:17]=[CH:16][CH:15]=[C:14]([N+:18]([O-:20])=[O:19])[CH:13]=3)[C:4]=2[N:5]=[CH:6][N:7]=1.[NH3:21].O, predict the reaction product. The product is: [I:11][C:10]1[C:3]2[C:2]([NH2:21])=[N:7][CH:6]=[N:5][C:4]=2[N:8]([C:12]2[CH:17]=[CH:16][CH:15]=[C:14]([N+:18]([O-:20])=[O:19])[CH:13]=2)[CH:9]=1. (4) Given the reactants [CH2:1]([N:8]1[CH:13]([CH2:14][F:15])[CH2:12][O:11][C:10]([CH3:17])([CH3:16])[C:9]1=O)[C:2]1[CH:7]=[CH:6][CH:5]=[CH:4][CH:3]=1.CO, predict the reaction product. The product is: [CH2:1]([N:8]1[CH:13]([CH2:14][F:15])[CH2:12][O:11][C:10]([CH3:17])([CH3:16])[CH2:9]1)[C:2]1[CH:3]=[CH:4][CH:5]=[CH:6][CH:7]=1.